Dataset: hERG potassium channel inhibition data for cardiac toxicity prediction from Karim et al.. Task: Regression/Classification. Given a drug SMILES string, predict its toxicity properties. Task type varies by dataset: regression for continuous values (e.g., LD50, hERG inhibition percentage) or binary classification for toxic/non-toxic outcomes (e.g., AMES mutagenicity, cardiotoxicity, hepatotoxicity). Dataset: herg_karim. The molecule is CC(C)c1cccc(Nc2cc(N[C@@H]3CCCC[C@@H]3N)nnc2C(N)=O)n1. The result is 1 (blocker).